This data is from Full USPTO retrosynthesis dataset with 1.9M reactions from patents (1976-2016). The task is: Predict the reactants needed to synthesize the given product. (1) Given the product [ClH:23].[F:1][C:2]1[CH:22]=[CH:21][CH:20]=[CH:19][C:3]=1[C:4]([CH:6]1[CH2:7][CH2:8][NH:9][CH2:10][CH2:11]1)=[O:5], predict the reactants needed to synthesize it. The reactants are: [F:1][C:2]1[CH:22]=[CH:21][CH:20]=[CH:19][C:3]=1[C:4]([CH:6]1[CH2:11][CH2:10][N:9](C(OC(C)(C)C)=O)[CH2:8][CH2:7]1)=[O:5].[ClH:23]. (2) Given the product [Cl:27][C:11]1[N:10]2[C:6]3[N:5]=[CH:4][CH:3]=[C:2]([CH3:1])[C:7]=3[N:8]=[C:9]2[C:14]([C:15]#[N:16])=[C:13]([CH3:17])[C:12]=1[C:18]1[CH:23]=[CH:22][CH:21]=[CH:20][CH:19]=1, predict the reactants needed to synthesize it. The reactants are: [CH3:1][C:2]1[C:7]2[N:8]=[C:9]3[C:14]([C:15]#[N:16])=[C:13]([CH3:17])[CH:12]([C:18]4[CH:23]=[CH:22][CH:21]=[CH:20][CH:19]=4)[C:11](=O)[N:10]3[C:6]=2[N:5]=[CH:4][CH:3]=1.P(Cl)(Cl)([Cl:27])=O.